This data is from TCR-epitope binding with 47,182 pairs between 192 epitopes and 23,139 TCRs. The task is: Binary Classification. Given a T-cell receptor sequence (or CDR3 region) and an epitope sequence, predict whether binding occurs between them. (1) The TCR CDR3 sequence is CASIANRRDSSYEQYF. The epitope is FLYNLLTRV. Result: 0 (the TCR does not bind to the epitope). (2) The epitope is SLVKPSFYV. The TCR CDR3 sequence is CASSPDGTGGKKLFF. Result: 0 (the TCR does not bind to the epitope). (3) The epitope is QARQMVQAMRTIGTHP. The TCR CDR3 sequence is CASSLGWGQSGELFF. Result: 0 (the TCR does not bind to the epitope). (4) The epitope is KRWIILGLNK. The TCR CDR3 sequence is CASSQGTSDLYEQYF. Result: 1 (the TCR binds to the epitope). (5) The epitope is PROT_97E67BCC. The TCR CDR3 sequence is CASSGRTSGGSDTQYF. Result: 1 (the TCR binds to the epitope). (6) The epitope is SEISMDNSPNL. The TCR CDR3 sequence is CASSLPGGETQYF. Result: 1 (the TCR binds to the epitope). (7) The epitope is NLVPMVATV. The TCR CDR3 sequence is CASSPPYRGSGTEAFF. Result: 1 (the TCR binds to the epitope).